From a dataset of Catalyst prediction with 721,799 reactions and 888 catalyst types from USPTO. Predict which catalyst facilitates the given reaction. (1) Reactant: [Br:1][C:2]1[CH:3]=[CH:4][C:5]([OH:10])=[C:6]([CH:9]=1)[C:7]#[N:8].O[CH:12]1[CH2:17][CH2:16][N:15]([C:18]([O:20][C:21]([CH3:24])([CH3:23])[CH3:22])=[O:19])[CH2:14][CH2:13]1.C1C=CC(P(C2C=CC=CC=2)C2C=CC=CC=2)=CC=1.CCOC(/N=N/C(OCC)=O)=O. Product: [Br:1][C:2]1[CH:3]=[CH:4][C:5]([O:10][CH:12]2[CH2:17][CH2:16][N:15]([C:18]([O:20][C:21]([CH3:24])([CH3:23])[CH3:22])=[O:19])[CH2:14][CH2:13]2)=[C:6]([C:7]#[N:8])[CH:9]=1. The catalyst class is: 1. (2) Reactant: C(O)(C(F)(F)F)=O.C([O:12][C:13]([C:15]1[CH:16]=[N:17][N:18]([CH2:24][C:25]2[CH:30]=[CH:29][C:28]([C:31]([O:33][CH3:34])=[O:32])=[CH:27][CH:26]=2)[C:19]=1[S:20][CH2:21][CH2:22][CH3:23])=[O:14])(C)(C)C. Product: [CH3:34][O:33][C:31]([C:28]1[CH:29]=[CH:30][C:25]([CH2:24][N:18]2[C:19]([S:20][CH2:21][CH2:22][CH3:23])=[C:15]([C:13]([OH:14])=[O:12])[CH:16]=[N:17]2)=[CH:26][CH:27]=1)=[O:32]. The catalyst class is: 2. (3) Reactant: [C:1]1([C@H:7]2[C@@H:11]([C:12]3[CH:17]=[CH:16][CH:15]=[CH:14][CH:13]=3)[NH:10][C:9](=[S:18])[NH:8]2)[CH:6]=[CH:5][CH:4]=[CH:3][CH:2]=1.[Cl:19][C:20]1[CH:21]=[C:22]([CH:25]=[CH:26][C:27]=1[Cl:28])[CH2:23]Cl. Product: [ClH:19].[Cl:19][C:20]1[CH:21]=[C:22]([CH:25]=[CH:26][C:27]=1[Cl:28])[CH2:23][S:18][C:9]1[NH:8][C@H:7]([C:1]2[CH:2]=[CH:3][CH:4]=[CH:5][CH:6]=2)[C@H:11]([C:12]2[CH:13]=[CH:14][CH:15]=[CH:16][CH:17]=2)[N:10]=1. The catalyst class is: 14. (4) Reactant: [Br:1][C:2]1[CH:3]=[C:4]([CH2:9][S:10]([C:13]2[CH:18]=[CH:17][CH:16]=[CH:15][CH:14]=2)(=[O:12])=[O:11])[C:5]([Cl:8])=[N:6][CH:7]=1.C[Si]([N-][Si](C)(C)C)(C)C.[Na+].[F:29]N(S(C1C=CC=CC=1)(=O)=O)S(C1C=CC=CC=1)(=O)=O. Product: [Br:1][C:2]1[CH:3]=[C:4]([CH:9]([F:29])[S:10]([C:13]2[CH:14]=[CH:15][CH:16]=[CH:17][CH:18]=2)(=[O:12])=[O:11])[C:5]([Cl:8])=[N:6][CH:7]=1. The catalyst class is: 504. (5) Reactant: [CH3:1][C:2]1[CH:3]=[C:4]([CH:9]=[CH:10][C:11]=1[N+:12]([O-:14])=[O:13])[C:5](OC)=[O:6].O.[NH2:16][NH2:17]. Product: [CH3:1][C:2]1[CH:3]=[C:4]([CH:9]=[CH:10][C:11]=1[N+:12]([O-:14])=[O:13])[C:5]([NH:16][NH2:17])=[O:6]. The catalyst class is: 88.